Regression. Given two drug SMILES strings and cell line genomic features, predict the synergy score measuring deviation from expected non-interaction effect. From a dataset of NCI-60 drug combinations with 297,098 pairs across 59 cell lines. (1) Drug 1: CC1=C(C=C(C=C1)C(=O)NC2=CC(=CC(=C2)C(F)(F)F)N3C=C(N=C3)C)NC4=NC=CC(=N4)C5=CN=CC=C5. Drug 2: CC(C)CN1C=NC2=C1C3=CC=CC=C3N=C2N. Cell line: A498. Synergy scores: CSS=4.76, Synergy_ZIP=1.03, Synergy_Bliss=5.14, Synergy_Loewe=4.31, Synergy_HSA=2.54. (2) Drug 1: C1=C(C(=O)NC(=O)N1)N(CCCl)CCCl. Drug 2: N.N.Cl[Pt+2]Cl. Cell line: SK-MEL-28. Synergy scores: CSS=5.79, Synergy_ZIP=2.02, Synergy_Bliss=6.35, Synergy_Loewe=-1.49, Synergy_HSA=0.651. (3) Drug 1: CC12CCC3C(C1CCC2=O)CC(=C)C4=CC(=O)C=CC34C. Drug 2: C1C(C(OC1N2C=NC3=C2NC=NCC3O)CO)O. Cell line: EKVX. Synergy scores: CSS=13.5, Synergy_ZIP=0.368, Synergy_Bliss=-0.154, Synergy_Loewe=-0.980, Synergy_HSA=1.53. (4) Drug 1: CCC1=CC2CC(C3=C(CN(C2)C1)C4=CC=CC=C4N3)(C5=C(C=C6C(=C5)C78CCN9C7C(C=CC9)(C(C(C8N6C)(C(=O)OC)O)OC(=O)C)CC)OC)C(=O)OC.C(C(C(=O)O)O)(C(=O)O)O. Drug 2: CN(CCCl)CCCl.Cl. Cell line: SK-MEL-2. Synergy scores: CSS=55.2, Synergy_ZIP=1.03, Synergy_Bliss=1.19, Synergy_Loewe=-30.9, Synergy_HSA=-2.15. (5) Drug 1: C1=CN(C=N1)CC(O)(P(=O)(O)O)P(=O)(O)O. Drug 2: COCCOC1=C(C=C2C(=C1)C(=NC=N2)NC3=CC=CC(=C3)C#C)OCCOC.Cl. Cell line: NCIH23. Synergy scores: CSS=-2.54, Synergy_ZIP=0.531, Synergy_Bliss=-0.821, Synergy_Loewe=-3.05, Synergy_HSA=-2.40. (6) Drug 1: COC1=C2C(=CC3=C1OC=C3)C=CC(=O)O2. Drug 2: CC12CCC3C(C1CCC2OP(=O)(O)O)CCC4=C3C=CC(=C4)OC(=O)N(CCCl)CCCl.[Na+]. Cell line: T-47D. Synergy scores: CSS=0.465, Synergy_ZIP=-1.46, Synergy_Bliss=-2.17, Synergy_Loewe=-4.98, Synergy_HSA=-4.91.